This data is from Full USPTO retrosynthesis dataset with 1.9M reactions from patents (1976-2016). The task is: Predict the reactants needed to synthesize the given product. (1) Given the product [CH3:22][C:23]1([CH3:34])[C:32]2[C:27](=[CH:28][C:29]([NH:33][C:15](=[O:17])[C:14]3[CH:18]=[CH:19][CH:20]=[CH:21][C:13]=3[NH:12][C:8]3[CH:7]=[C:6]4[C:11](=[CH:10][CH:9]=3)[N:2]=[CH:3][N:4]=[CH:5]4)=[CH:30][CH:31]=2)[NH:26][CH2:25][CH2:24]1, predict the reactants needed to synthesize it. The reactants are: [Li].[N:2]1[C:11]2[C:6](=[CH:7][C:8]([NH:12][C:13]3[CH:21]=[CH:20][CH:19]=[CH:18][C:14]=3[C:15]([OH:17])=O)=[CH:9][CH:10]=2)[CH:5]=[N:4][CH:3]=1.[CH3:22][C:23]1([CH3:34])[C:32]2[C:27](=[CH:28][C:29]([NH2:33])=[CH:30][CH:31]=2)[NH:26][CH2:25][CH2:24]1.CN(C(ON1N=NC2C=CC=CC1=2)=[N+](C)C)C.[B-](F)(F)(F)F.CCN(C(C)C)C(C)C. (2) Given the product [CH2:14]([O:13][C:3]1[CH:4]=[C:5]([CH:6]=[O:7])[CH:8]=[C:9]([O:10][CH2:11][CH3:12])[C:2]=1[C:20]1[CH:19]=[CH:18][C:17]([F:16])=[CH:22][C:21]=1[F:23])[CH3:15], predict the reactants needed to synthesize it. The reactants are: Br[C:2]1[C:9]([O:10][CH2:11][CH3:12])=[CH:8][C:5]([CH:6]=[O:7])=[CH:4][C:3]=1[O:13][CH2:14][CH3:15].[F:16][C:17]1[CH:22]=[C:21]([F:23])[CH:20]=[CH:19][C:18]=1B(O)O.P([O-])([O-])([O-])=O.[K+].[K+].[K+].